Task: Predict the reactants needed to synthesize the given product.. Dataset: Full USPTO retrosynthesis dataset with 1.9M reactions from patents (1976-2016) (1) Given the product [C:36]1([N:35]([C:29]2[CH:30]=[CH:31][CH:32]=[CH:33][CH:34]=2)[C:2]2[CH:3]=[CH:4][C:5]3[N:22]4[C:17]([CH:18]=[C:19]([N:57]([C:56]5[CH:55]=[CH:54][CH:53]=[CH:61][CH:60]=5)[C:59]5[CH:70]=[CH:71][CH:66]=[CH:67][CH:68]=5)[CH:20]=[CH:21]4)=[C:16]4[C:7](=[C:8]5[B:13]([C:14]6[CH:27]=[CH:26][CH:25]=[CH:24][C:15]=64)[CH:12]=[CH:11][CH:10]=[CH:9]5)[C:6]=3[CH:28]=2)[CH:37]=[CH:38][CH:39]=[CH:40][CH:41]=1, predict the reactants needed to synthesize it. The reactants are: Br[C:2]1[CH:3]=[CH:4][C:5]2[N:22]3[C:17]([CH:18]=[C:19](Br)[CH:20]=[CH:21]3)=[C:16]3[C:7](=[C:8]4[B:13]([C:14]5[CH:27]=[CH:26][CH:25]=[CH:24][C:15]=53)[CH:12]=[CH:11][CH:10]=[CH:9]4)[C:6]=2[CH:28]=1.[C:29]1([NH:35][C:36]2[CH:41]=[CH:40][CH:39]=[CH:38][CH:37]=2)[CH:34]=[CH:33][CH:32]=[CH:31][CH:30]=1.CC(C)([O-])C.[Na+].C(P(C(C)(C)C)[C:53]1[CH:61]=[CH:60][C:56]([N:57]([CH3:59])C)=[CH:55][CH:54]=1)(C)(C)C.[C:66]1(C)[CH:71]=[CH:70]C=[CH:68][CH:67]=1. (2) Given the product [Cl:22][C:13]1[CH:14]=[C:15]([N:16]2[CH2:21][CH2:20][O:19][CH2:18][CH2:17]2)[N:10]2[N:9]=[C:8]([C:5]3[CH:6]=[CH:7][C:2]([N:43]4[CH2:48][CH2:47][S:46][CH2:45][CH2:44]4)=[CH:3][CH:4]=3)[CH:23]=[C:11]2[N:12]=1, predict the reactants needed to synthesize it. The reactants are: Br[C:2]1[CH:7]=[CH:6][C:5]([C:8]2[CH:23]=[C:11]3[N:12]=[C:13]([Cl:22])[CH:14]=[C:15]([N:16]4[CH2:21][CH2:20][O:19][CH2:18][CH2:17]4)[N:10]3[N:9]=2)=[CH:4][CH:3]=1.CC(C)([O-])C.[Na+].C(P(C(C)(C)C)C(C)(C)C)(C)(C)C.[NH:43]1[CH2:48][CH2:47][S:46][CH2:45][CH2:44]1. (3) Given the product [NH:1]1[C:9]2[C:4](=[CH:5][CH:6]=[C:7]([CH2:10][OH:11])[CH:8]=2)[CH:3]=[N:2]1, predict the reactants needed to synthesize it. The reactants are: [NH:1]1[C:9]2[C:4](=[CH:5][CH:6]=[C:7]([C:10](OC)=[O:11])[CH:8]=2)[CH:3]=[N:2]1.[H-].[Al+3].[Li+].[H-].[H-].[H-].[OH-].[Na+]. (4) The reactants are: C1(P(C2C=CC=CC=2)C2C=CC=CC=2)C=CC=CC=1.BrN1C(=O)CCC1=O.[Cl:28][C:29]1[CH:30]=[C:31]([C@@H:39]([CH2:49][CH:50]2[CH2:54][CH2:53][CH2:52][CH2:51]2)[C:40]([NH:42][C:43]2[CH:47]=[CH:46][N:45](C)[N:44]=2)=[O:41])[CH:32]=[CH:33][C:34]=1[S:35]([CH3:38])(=[O:37])=[O:36].[CH2:55]([S:57](N1C=CC(N)=N1)(=[O:59])=[O:58])[CH3:56].N1C(C)=CC=CC=1C. Given the product [Cl:28][C:29]1[CH:30]=[C:31]([C@@H:39]([CH2:49][CH:50]2[CH2:51][CH2:52][CH2:53][CH2:54]2)[C:40]([NH:42][C:43]2[CH:47]=[CH:46][N:45]([S:57]([CH2:55][CH3:56])(=[O:59])=[O:58])[N:44]=2)=[O:41])[CH:32]=[CH:33][C:34]=1[S:35]([CH3:38])(=[O:36])=[O:37], predict the reactants needed to synthesize it.